From a dataset of Forward reaction prediction with 1.9M reactions from USPTO patents (1976-2016). Predict the product of the given reaction. (1) The product is: [CH3:14][O:15][C:16](=[O:24])[C:17]1[CH:22]=[CH:21][CH:20]=[CH:19][C:18]=1[NH:23][C:6](=[O:8])[CH2:5][O:4][C:3]1[CH:9]=[CH:10][C:11]([Cl:13])=[CH:12][C:2]=1[Cl:1]. Given the reactants [Cl:1][C:2]1[CH:12]=[C:11]([Cl:13])[CH:10]=[CH:9][C:3]=1[O:4][CH2:5][C:6]([OH:8])=O.[CH3:14][O:15][C:16](=[O:24])[C:17]1[CH:22]=[CH:21][CH:20]=[CH:19][C:18]=1[NH2:23].F[P-](F)(F)(F)(F)F.N1(O[P+](N2CCCC2)(N2CCCC2)N2CCCC2)C2C=CC=CC=2N=N1.C(N(CC)C(C)C)(C)C, predict the reaction product. (2) Given the reactants [NH2:1][C:2]1[C:9]([CH3:10])=[CH:8][C:5]([C:6]#[N:7])=[C:4]([O:11][CH3:12])[CH:3]=1.C(OC(=O)C)(=O)C.C([O-])(=O)C.[K+].C1OCCOCCOCCOCCOCCOC1.[N:43](OCCCC)=O.[OH-].[K+], predict the reaction product. The product is: [CH3:12][O:11][C:4]1[CH:3]=[C:2]2[C:9]([CH:10]=[N:43][NH:1]2)=[CH:8][C:5]=1[C:6]#[N:7]. (3) Given the reactants [C:1]1([CH:7]2[O:12][C:11]3[CH:13]=[CH:14][C:15]([O:17][C:18]4[CH:23]=[CH:22][C:21]([N+]([O-])=O)=[CH:20][N:19]=4)=[CH:16][C:10]=3[O:9][CH2:8]2)[CH:6]=[CH:5][CH:4]=[CH:3][CH:2]=1.C1(C2OC3C=CC(O)=CC=3OC2)C=CC=CC=1.ClC1C=CC([C:51]([F:54])([F:53])[F:52])=CN=1, predict the reaction product. The product is: [C:1]1([CH:7]2[O:12][C:11]3[CH:13]=[CH:14][C:15]([O:17][C:18]4[CH:23]=[CH:22][C:21]([C:51]([F:54])([F:53])[F:52])=[CH:20][N:19]=4)=[CH:16][C:10]=3[O:9][CH2:8]2)[CH:2]=[CH:3][CH:4]=[CH:5][CH:6]=1.